From a dataset of Full USPTO retrosynthesis dataset with 1.9M reactions from patents (1976-2016). Predict the reactants needed to synthesize the given product. (1) Given the product [C:1]([O:5][C:6]1[CH:28]=[CH:27][C:9]([O:10][CH2:11][CH2:12][N:13]2[C:21]3[CH:20]=[CH:19][N:18]=[C:17]([C:36]4[CH:35]=[CH:34][CH:33]=[C:32]([O:31][CH2:29][CH3:30])[CH:37]=4)[C:16]=3[CH:15]=[C:14]2[C:23]([O:25][CH3:26])=[O:24])=[CH:8][CH:7]=1)([CH3:4])([CH3:3])[CH3:2], predict the reactants needed to synthesize it. The reactants are: [C:1]([O:5][C:6]1[CH:28]=[CH:27][C:9]([O:10][CH2:11][CH2:12][N:13]2[C:21]3[CH:20]=[CH:19][N:18]=[C:17](Cl)[C:16]=3[CH:15]=[C:14]2[C:23]([O:25][CH3:26])=[O:24])=[CH:8][CH:7]=1)([CH3:4])([CH3:3])[CH3:2].[CH2:29]([O:31][C:32]1[CH:33]=[C:34](B(O)O)[CH:35]=[CH:36][CH:37]=1)[CH3:30].[F-].[K+]. (2) Given the product [CH2:5]([O:12][C:13]([N:15]1[CH2:20][CH2:19][N:18]([C:1]([N:37]([C:35]([O:34][C:30]([CH3:33])([CH3:32])[CH3:31])=[O:36])[NH2:38])=[O:2])[CH2:17][CH2:16]1)=[O:14])[C:6]1[CH:11]=[CH:10][CH:9]=[CH:8][CH:7]=1, predict the reactants needed to synthesize it. The reactants are: [C:1](Cl)(Cl)=[O:2].[CH2:5]([O:12][C:13]([N:15]1[CH2:20][CH2:19][NH:18][CH2:17][CH2:16]1)=[O:14])[C:6]1[CH:11]=[CH:10][CH:9]=[CH:8][CH:7]=1.C(N(C(C)C)CC)(C)C.[C:30]([O:34][C:35]([NH:37][NH2:38])=[O:36])([CH3:33])([CH3:32])[CH3:31]. (3) Given the product [Br:29][C:30]([CH3:35])([CH3:34])[C:31]([C:19]1[CH:20]=[CH:21][C:16]([S:15][C:12]2[CH:13]=[CH:14][C:9]([C:7](=[O:8])[C:6]([CH3:5])([N:23]3[CH2:24][CH2:25][O:26][CH2:27][CH2:28]3)[CH3:22])=[CH:10][CH:11]=2)=[CH:17][CH:18]=1)=[O:32], predict the reactants needed to synthesize it. The reactants are: [Al+3].[Cl-].[Cl-].[Cl-].[CH3:5][C:6]([N:23]1[CH2:28][CH2:27][O:26][CH2:25][CH2:24]1)([CH3:22])[C:7]([C:9]1[CH:14]=[CH:13][C:12]([S:15][C:16]2[CH:21]=[CH:20][CH:19]=[CH:18][CH:17]=2)=[CH:11][CH:10]=1)=[O:8].[Br:29][C:30]([CH3:35])([CH3:34])[C:31](Br)=[O:32]. (4) Given the product [CH2:39]([O:40][C:34](=[O:35])[C:5]([CH3:6])([CH3:7])[CH2:18][CH2:19][CH2:20][CH2:21][CH2:22][CH2:23][CH2:24][CH2:25][CH2:26][C:10]([CH3:12])([CH3:11])[C:9]([O:14][CH2:15][CH3:16])=[O:13])[CH3:38], predict the reactants needed to synthesize it. The reactants are: C([N-][CH:5]([CH3:7])[CH3:6])(C)C.[Li+].[C:9]([O:14][CH2:15][CH3:16])(=[O:13])[CH:10]([CH3:12])[CH3:11].Br[CH2:18][CH2:19][CH2:20][CH2:21][CH2:22][CH2:23][CH2:24][CH2:25][CH2:26]Br.CN1[C:34](=[O:35])N(C)CCC1.C1C[O:40][CH2:39][CH2:38]1.